From a dataset of Forward reaction prediction with 1.9M reactions from USPTO patents (1976-2016). Predict the product of the given reaction. (1) Given the reactants [Br:1][C:2]1[CH:11]=[CH:10][C:9]([C:12]([F:15])([F:14])[F:13])=[CH:8][C:3]=1[CH2:4][NH:5][CH2:6][CH3:7].[CH3:16][N:17]=[C:18]=[O:19], predict the reaction product. The product is: [Br:1][C:2]1[CH:11]=[CH:10][C:9]([C:12]([F:13])([F:14])[F:15])=[CH:8][C:3]=1[CH2:4][N:5]([CH2:6][CH3:7])[C:18]([NH:17][CH3:16])=[O:19]. (2) Given the reactants Cl.[NH:2]1[CH2:7][CH2:6][CH2:5][C@H:4]([C:8]#[N:9])[CH2:3]1.C(N(CC)CC)C.[F:17][C:18]1[CH:26]=[CH:25][C:21]([C:22](Cl)=[O:23])=[CH:20][CH:19]=1.C([O-])(O)=O.[Na+], predict the reaction product. The product is: [F:17][C:18]1[CH:26]=[CH:25][C:21]([C:22]([N:2]2[CH2:7][CH2:6][CH2:5][C@H:4]([C:8]#[N:9])[CH2:3]2)=[O:23])=[CH:20][CH:19]=1. (3) Given the reactants C(OC(=O)COC1C=CC(Cl)=CC=1C#C)(C)(C)C.C[Si](C)(C)[C:21]#[C:22][C:23]1[CH:28]=[C:27]([S:29]([CH2:32][CH2:33][CH3:34])(=[O:31])=[O:30])[CH:26]=[CH:25][C:24]=1[CH3:35], predict the reaction product. The product is: [C:22]([C:23]1[CH:28]=[C:27]([S:29]([CH2:32][CH2:33][CH3:34])(=[O:30])=[O:31])[CH:26]=[CH:25][C:24]=1[CH3:35])#[CH:21]. (4) Given the reactants [C:1]([O:20][CH2:21][CH:22]1[CH2:26][CH:25]([CH2:27]OS(C2C=CC(C)=CC=2)(=O)=O)[CH:24]=[CH:23]1)([C:14]1[CH:19]=[CH:18][CH:17]=[CH:16][CH:15]=1)([C:8]1[CH:13]=[CH:12][CH:11]=[CH:10][CH:9]=1)[C:2]1[CH:7]=[CH:6][CH:5]=[CH:4][CH:3]=1.[C-:39]#[N:40].[Na+], predict the reaction product. The product is: [C:1]([O:20][CH2:21][CH:22]1[CH2:26][CH:25]([CH2:27][C:39]#[N:40])[CH:24]=[CH:23]1)([C:8]1[CH:9]=[CH:10][CH:11]=[CH:12][CH:13]=1)([C:14]1[CH:19]=[CH:18][CH:17]=[CH:16][CH:15]=1)[C:2]1[CH:3]=[CH:4][CH:5]=[CH:6][CH:7]=1. (5) The product is: [F:1][C:2]1[CH:3]=[CH:4][C:5]([OH:10])=[C:6](/[CH:7]=[C:17]2/[C:15](=[O:16])[N:14]=[C:12]([N:18]3[CH2:22][CH2:21][C@@H:20]([OH:23])[CH2:19]3)[S:11]/2)[CH:9]=1. Given the reactants [F:1][C:2]1[CH:3]=[CH:4][C:5]([OH:10])=[C:6]([CH:9]=1)[CH:7]=O.[S:11]1[CH2:17][C:15](=[O:16])[NH:14][C:12]1=S.[NH:18]1[CH2:22][CH2:21][C@@H:20]([OH:23])[CH2:19]1, predict the reaction product. (6) Given the reactants [F:1][C:2]([F:32])([F:31])[C:3]1[CH:26]=[C:25]([C:27]([F:30])([F:29])[F:28])[CH:24]=[CH:23][C:4]=1[CH2:5][N:6]1[C:14]2[C:9](=[CH:10][C:11](/[CH:15]=[C:16]3/[C:17](=[O:22])[NH:18][C:19](=[O:21])[S:20]/3)=[CH:12][CH:13]=2)[CH:8]=[CH:7]1.Cl.[CH3:34][N:35]([CH3:40])[CH2:36][CH2:37][CH2:38]Cl, predict the reaction product. The product is: [F:32][C:2]([F:1])([F:31])[C:3]1[CH:26]=[C:25]([C:27]([F:29])([F:30])[F:28])[CH:24]=[CH:23][C:4]=1[CH2:5][N:6]1[C:14]2[C:9](=[CH:10][C:11](/[CH:15]=[C:16]3/[C:17](=[O:22])[N:18]([CH2:38][CH2:37][CH2:36][N:35]([CH3:40])[CH3:34])[C:19](=[O:21])[S:20]/3)=[CH:12][CH:13]=2)[CH:8]=[CH:7]1. (7) Given the reactants [O:1]=[C:2]1[C:6]2([CH2:11][CH2:10][N:9]([C:12]([O:14][C:15]([CH3:18])([CH3:17])[CH3:16])=[O:13])[CH2:8][CH2:7]2)[CH2:5][CH2:4][CH2:3]1.[O:19]1C[CH2:22][CH2:21][CH2:20]1.C([N-]C(C)C)(C)C.[Li+].C(=O)CC.[Cl-].[NH4+], predict the reaction product. The product is: [OH:19][CH:20]([CH:3]1[CH2:4][CH2:5][C:6]2([CH2:7][CH2:8][N:9]([C:12]([O:14][C:15]([CH3:18])([CH3:17])[CH3:16])=[O:13])[CH2:10][CH2:11]2)[C:2]1=[O:1])[CH2:21][CH3:22]. (8) The product is: [Cl:19][C:20]1[C:28]2[C:23](=[CH:24][CH:25]=[C:26]([NH:29][C:16]([C:9]3[CH:8]([C:5]4[CH:4]=[CH:3][C:2]([F:1])=[CH:7][CH:6]=4)[CH2:13][C:12](=[O:14])[NH:11][C:10]=3[CH3:15])=[O:18])[CH:27]=2)[NH:22][N:21]=1. Given the reactants [F:1][C:2]1[CH:7]=[CH:6][C:5]([CH:8]2[CH2:13][C:12](=[O:14])[NH:11][C:10]([CH3:15])=[C:9]2[C:16]([OH:18])=O)=[CH:4][CH:3]=1.[Cl:19][C:20]1[C:28]2[C:23](=[CH:24][CH:25]=[C:26]([NH2:29])[CH:27]=2)[NH:22][N:21]=1.N=C=N, predict the reaction product. (9) Given the reactants [NH2:1][C:2]1[CH:10]=[CH:9][C:5]([C:6]([OH:8])=[O:7])=[CH:4][N:3]=1.C(=O)([O-])[O-].[K+].[K+].[CH2:17](Br)[C:18]1[CH:23]=[CH:22][CH:21]=[CH:20][CH:19]=1, predict the reaction product. The product is: [NH2:1][C:2]1[CH:10]=[CH:9][C:5]([C:6]([O:8][CH2:17][C:18]2[CH:23]=[CH:22][CH:21]=[CH:20][CH:19]=2)=[O:7])=[CH:4][N:3]=1. (10) Given the reactants F[C:2]1[CH:3]=[C:4]2[C:8](=[CH:9][CH:10]=1)[C:7](=[O:11])[CH2:6][CH2:5]2.[NH:12]1[CH2:18][CH2:17][CH2:16][CH2:15][CH2:14][CH2:13]1, predict the reaction product. The product is: [N:12]1([C:2]2[CH:3]=[C:4]3[C:8](=[CH:9][CH:10]=2)[C:7](=[O:11])[CH2:6][CH2:5]3)[CH2:18][CH2:17][CH2:16][CH2:15][CH2:14][CH2:13]1.